From a dataset of Catalyst prediction with 721,799 reactions and 888 catalyst types from USPTO. Predict which catalyst facilitates the given reaction. (1) Reactant: [CH2:1]([O:3][C:4]([CH2:6][O:7][C:8]1[CH:30]=[CH:29][C:11]2[CH2:12][CH2:13][CH2:14][C@H:15]([NH:17][CH2:18][C@H:19]([OH:28])[CH2:20][O:21][C:22]3[CH:27]=[CH:26][CH:25]=[CH:24][CH:23]=3)[CH2:16][C:10]=2[CH:9]=1)=[O:5])[CH3:2].[ClH:31]. Product: [ClH:31].[CH2:1]([O:3][C:4]([CH2:6][O:7][C:8]1[CH:30]=[CH:29][C:11]2[CH2:12][CH2:13][CH2:14][C@H:15]([NH:17][CH2:18][C@H:19]([OH:28])[CH2:20][O:21][C:22]3[CH:27]=[CH:26][CH:25]=[CH:24][CH:23]=3)[CH2:16][C:10]=2[CH:9]=1)=[O:5])[CH3:2]. The catalyst class is: 13. (2) Reactant: [CH3:1][S:2](Cl)(=[O:4])=[O:3].[O:6]([C:13]1[CH:14]=[C:15]([CH:27]=[CH:28][CH:29]=1)[CH2:16][O:17][C:18]12[CH2:24][C:21]([CH2:25][OH:26])([CH2:22][CH2:23]1)[CH2:20][CH2:19]2)[C:7]1[CH:12]=[CH:11][CH:10]=[CH:9][CH:8]=1.CCN(CC)CC. Product: [CH3:1][S:2]([O:26][CH2:25][C:21]12[CH2:24][C:18]([O:17][CH2:16][C:15]3[CH:27]=[CH:28][CH:29]=[C:13]([O:6][C:7]4[CH:8]=[CH:9][CH:10]=[CH:11][CH:12]=4)[CH:14]=3)([CH2:19][CH2:20]1)[CH2:23][CH2:22]2)(=[O:4])=[O:3]. The catalyst class is: 2. (3) Reactant: [BH4-].[Na+].[C:3]([O:7][C:8]([N:10]1[CH2:14][CH2:13][C@H:12]([C:15](=[O:19])[CH2:16][CH2:17][CH3:18])[CH2:11]1)=[O:9])([CH3:6])([CH3:5])[CH3:4]. Product: [C:3]([O:7][C:8]([N:10]1[CH2:14][CH2:13][C@H:12]([CH:15]([OH:19])[CH2:16][CH2:17][CH3:18])[CH2:11]1)=[O:9])([CH3:6])([CH3:5])[CH3:4]. The catalyst class is: 5.